Dataset: NCI-60 drug combinations with 297,098 pairs across 59 cell lines. Task: Regression. Given two drug SMILES strings and cell line genomic features, predict the synergy score measuring deviation from expected non-interaction effect. (1) Cell line: SF-539. Synergy scores: CSS=53.4, Synergy_ZIP=4.60, Synergy_Bliss=7.02, Synergy_Loewe=-9.95, Synergy_HSA=2.12. Drug 1: CCCCC(=O)OCC(=O)C1(CC(C2=C(C1)C(=C3C(=C2O)C(=O)C4=C(C3=O)C=CC=C4OC)O)OC5CC(C(C(O5)C)O)NC(=O)C(F)(F)F)O. Drug 2: C1CN1C2=NC(=NC(=N2)N3CC3)N4CC4. (2) Drug 1: CN1C(=O)N2C=NC(=C2N=N1)C(=O)N. Drug 2: C1CN(CCN1C(=O)CCBr)C(=O)CCBr. Cell line: M14. Synergy scores: CSS=6.83, Synergy_ZIP=-3.11, Synergy_Bliss=3.30, Synergy_Loewe=-3.20, Synergy_HSA=1.40. (3) Drug 1: CNC(=O)C1=CC=CC=C1SC2=CC3=C(C=C2)C(=NN3)C=CC4=CC=CC=N4. Drug 2: CC1=C2C(C(=O)C3(C(CC4C(C3C(C(C2(C)C)(CC1OC(=O)C(C(C5=CC=CC=C5)NC(=O)OC(C)(C)C)O)O)OC(=O)C6=CC=CC=C6)(CO4)OC(=O)C)OC)C)OC. Cell line: MOLT-4. Synergy scores: CSS=53.2, Synergy_ZIP=-2.89, Synergy_Bliss=-9.38, Synergy_Loewe=-18.3, Synergy_HSA=-8.48. (4) Drug 1: C1=NC2=C(N=C(N=C2N1C3C(C(C(O3)CO)O)O)F)N. Cell line: UACC-257. Synergy scores: CSS=1.20, Synergy_ZIP=-0.579, Synergy_Bliss=-0.737, Synergy_Loewe=-2.28, Synergy_HSA=-1.85. Drug 2: CCCCCOC(=O)NC1=NC(=O)N(C=C1F)C2C(C(C(O2)C)O)O. (5) Drug 1: C1=NC2=C(N1)C(=S)N=C(N2)N. Drug 2: CC1C(C(CC(O1)OC2CC(CC3=C2C(=C4C(=C3O)C(=O)C5=C(C4=O)C(=CC=C5)OC)O)(C(=O)CO)O)N)O.Cl. Cell line: SF-295. Synergy scores: CSS=51.8, Synergy_ZIP=-11.0, Synergy_Bliss=-8.59, Synergy_Loewe=-5.91, Synergy_HSA=-4.09. (6) Drug 1: CC1=CC=C(C=C1)C2=CC(=NN2C3=CC=C(C=C3)S(=O)(=O)N)C(F)(F)F. Drug 2: CC(C)NC(=O)C1=CC=C(C=C1)CNNC.Cl. Cell line: NCI-H322M. Synergy scores: CSS=9.77, Synergy_ZIP=-2.22, Synergy_Bliss=0.283, Synergy_Loewe=0.336, Synergy_HSA=0.372. (7) Drug 1: CC1C(C(CC(O1)OC2CC(CC3=C2C(=C4C(=C3O)C(=O)C5=C(C4=O)C(=CC=C5)OC)O)(C(=O)CO)O)N)O.Cl. Drug 2: CN(CCCl)CCCl.Cl. Cell line: SK-MEL-28. Synergy scores: CSS=29.9, Synergy_ZIP=-8.59, Synergy_Bliss=-0.309, Synergy_Loewe=-2.44, Synergy_HSA=1.65. (8) Drug 1: CC12CCC3C(C1CCC2O)C(CC4=C3C=CC(=C4)O)CCCCCCCCCS(=O)CCCC(C(F)(F)F)(F)F. Drug 2: CC1CCCC2(C(O2)CC(NC(=O)CC(C(C(=O)C(C1O)C)(C)C)O)C(=CC3=CSC(=N3)C)C)C. Cell line: SK-MEL-2. Synergy scores: CSS=48.4, Synergy_ZIP=10.1, Synergy_Bliss=1.22, Synergy_Loewe=-11.1, Synergy_HSA=1.15. (9) Drug 1: C1CN1P(=S)(N2CC2)N3CC3. Drug 2: CN1C2=C(C=C(C=C2)N(CCCl)CCCl)N=C1CCCC(=O)O.Cl. Cell line: RPMI-8226. Synergy scores: CSS=16.8, Synergy_ZIP=-6.02, Synergy_Bliss=-3.68, Synergy_Loewe=-20.9, Synergy_HSA=-3.82.